This data is from NCI-60 drug combinations with 297,098 pairs across 59 cell lines. The task is: Regression. Given two drug SMILES strings and cell line genomic features, predict the synergy score measuring deviation from expected non-interaction effect. (1) Drug 1: CC1=C(C(CCC1)(C)C)C=CC(=CC=CC(=CC(=O)O)C)C. Cell line: SK-OV-3. Synergy scores: CSS=-2.95, Synergy_ZIP=2.07, Synergy_Bliss=3.47, Synergy_Loewe=-1.74, Synergy_HSA=-1.20. Drug 2: COC1=NC(=NC2=C1N=CN2C3C(C(C(O3)CO)O)O)N. (2) Drug 1: C1=CC(=C2C(=C1NCCNCCO)C(=O)C3=C(C=CC(=C3C2=O)O)O)NCCNCCO. Drug 2: C(CCl)NC(=O)N(CCCl)N=O. Cell line: HT29. Synergy scores: CSS=29.2, Synergy_ZIP=3.60, Synergy_Bliss=3.03, Synergy_Loewe=-26.6, Synergy_HSA=1.51. (3) Drug 1: COC1=CC(=CC(=C1O)OC)C2C3C(COC3=O)C(C4=CC5=C(C=C24)OCO5)OC6C(C(C7C(O6)COC(O7)C8=CC=CS8)O)O. Drug 2: CS(=O)(=O)OCCCCOS(=O)(=O)C. Cell line: HOP-92. Synergy scores: CSS=40.4, Synergy_ZIP=-3.90, Synergy_Bliss=-0.483, Synergy_Loewe=-21.6, Synergy_HSA=0.800. (4) Drug 1: C1CCC(CC1)NC(=O)N(CCCl)N=O. Drug 2: C1=C(C(=O)NC(=O)N1)F. Cell line: A549. Synergy scores: CSS=54.8, Synergy_ZIP=0.116, Synergy_Bliss=-1.16, Synergy_Loewe=-5.28, Synergy_HSA=2.59. (5) Drug 1: CCC1=C2CN3C(=CC4=C(C3=O)COC(=O)C4(CC)O)C2=NC5=C1C=C(C=C5)O. Drug 2: CC1C(C(CC(O1)OC2CC(CC3=C2C(=C4C(=C3O)C(=O)C5=C(C4=O)C(=CC=C5)OC)O)(C(=O)CO)O)N)O.Cl. Cell line: HCT-15. Synergy scores: CSS=26.9, Synergy_ZIP=-3.72, Synergy_Bliss=-2.29, Synergy_Loewe=-6.47, Synergy_HSA=0.00622. (6) Drug 1: CC1C(C(=O)NC(C(=O)N2CCCC2C(=O)N(CC(=O)N(C(C(=O)O1)C(C)C)C)C)C(C)C)NC(=O)C3=C4C(=C(C=C3)C)OC5=C(C(=O)C(=C(C5=N4)C(=O)NC6C(OC(=O)C(N(C(=O)CN(C(=O)C7CCCN7C(=O)C(NC6=O)C(C)C)C)C)C(C)C)C)N)C. Drug 2: CC12CCC3C(C1CCC2OP(=O)(O)O)CCC4=C3C=CC(=C4)OC(=O)N(CCCl)CCCl.[Na+]. Cell line: MOLT-4. Synergy scores: CSS=74.0, Synergy_ZIP=15.1, Synergy_Bliss=17.2, Synergy_Loewe=7.12, Synergy_HSA=22.0.